From a dataset of Reaction yield outcomes from USPTO patents with 853,638 reactions. Predict the reaction yield, written as a fraction of the theoretical maximum amount of product (1.0 means a 100% yield; for example, 0.34 means a 34% yield). (1) The reactants are [Si:1]([O:8][CH2:9][C:10]1[N:11](C)[C:12]2[C:17]([CH:18]=1)=[C:16]([CH:19]=[CH2:20])[C:15]([CH:21]=[O:22])=[CH:14][CH:13]=2)([C:4]([CH3:7])([CH3:6])[CH3:5])([CH3:3])[CH3:2].[CH2:24]([Mg]Br)[CH2:25][CH:26]=[CH2:27]. The catalyst is C1COCC1. The product is [Si:1]([O:8][CH2:9][C:10]1[NH:11][C:12]2[C:17]([CH:18]=1)=[C:16]([CH:19]=[CH2:20])[C:15]([CH:21]([OH:22])[CH2:27][CH2:26][CH:25]=[CH2:24])=[CH:14][CH:13]=2)([C:4]([CH3:7])([CH3:5])[CH3:6])([CH3:3])[CH3:2]. The yield is 0.770. (2) The reactants are [NH:1]1[C:11]2[C:6](=[CH:7][CH:8]=[CH:9][CH:10]=2)[C:4](=O)[C:2]1=[O:3].[Cl:12][C:13]1[CH:22]=[CH:21][C:16]([C:17]([NH:19][NH2:20])=[O:18])=[CH:15][CH:14]=1. No catalyst specified. The product is [Cl:12][C:13]1[CH:22]=[CH:21][C:16]([C:17]([NH:19]/[N:20]=[C:4]2\[C:2](=[O:3])[N:1]([CH2:2][CH2:4][CH2:6][CH2:7][CH2:8][CH3:9])[C:11]3[C:6]\2=[CH:7][CH:8]=[CH:9][CH:10]=3)=[O:18])=[CH:15][CH:14]=1. The yield is 0.800. (3) The reactants are Br[C:2]1[CH:24]=[CH:23][C:5]([O:6][CH2:7][CH:8]2[CH2:13][CH2:12][N:11]([CH2:14][C:15]3([C:19]([F:22])([F:21])[F:20])[CH2:18][CH2:17][CH2:16]3)[CH2:10][CH2:9]2)=[CH:4][C:3]=1[F:25].[CH2:26]([O:28][C:29]([C:31]1[CH:36]=[CH:35][C:34](B(O)O)=[CH:33][C:32]=1[F:40])=[O:30])[CH3:27].C([O-])([O-])=O.[Cs+].[Cs+].COCCOC. The catalyst is C1C=CC(P(C2C=CC=CC=2)[C-]2C=CC=C2)=CC=1.C1C=CC(P(C2C=CC=CC=2)[C-]2C=CC=C2)=CC=1.Cl[Pd]Cl.[Fe+2].O. The product is [F:25][C:3]1[CH:4]=[C:5]([O:6][CH2:7][CH:8]2[CH2:13][CH2:12][N:11]([CH2:14][C:15]3([C:19]([F:22])([F:21])[F:20])[CH2:18][CH2:17][CH2:16]3)[CH2:10][CH2:9]2)[CH:23]=[CH:24][C:2]=1[C:34]1[CH:35]=[CH:36][C:31]([C:29]([O:28][CH2:26][CH3:27])=[O:30])=[C:32]([F:40])[CH:33]=1. The yield is 0.750. (4) The reactants are ClC1C=CC(N(C)[C:9]([NH:11][C:12]2[CH:17]=[CH:16][CH:15]=[C:14]([C:18]3[CH:23]=[CH:22][CH:21]=[C:20]([N:24]4[CH2:28][CH2:27][CH2:26][CH2:25]4)[N:19]=3)[CH:13]=2)=[O:10])=CC=1.[Cl:30][C:31]1[CH:36]=[CH:35][C:34]([OH:37])=[C:33]([CH3:38])[CH:32]=1. The catalyst is C(Cl)Cl. The product is [N:24]1([C:20]2[N:19]=[C:18]([C:14]3[CH:13]=[C:12]([NH:11][C:9](=[O:10])[O:37][C:34]4[CH:35]=[CH:36][C:31]([Cl:30])=[CH:32][C:33]=4[CH3:38])[CH:17]=[CH:16][CH:15]=3)[CH:23]=[CH:22][CH:21]=2)[CH2:25][CH2:26][CH2:27][CH2:28]1. The yield is 0.210. (5) The reactants are [F:1][C:2]1[C:10]2[O:9][C:8]([C:11](OCC)=[O:12])=[CH:7][C:6]=2[CH:5]=[CH:4][CH:3]=1.[H-].[Al+3].[Li+].[H-].[H-].[H-].O.O.O.O.O.O.O.O.O.O.S([O-])([O-])(=O)=O.[Na+].[Na+]. The catalyst is O1CCCC1. The product is [F:1][C:2]1[C:10]2[O:9][C:8]([CH2:11][OH:12])=[CH:7][C:6]=2[CH:5]=[CH:4][CH:3]=1. The yield is 0.810.